This data is from Forward reaction prediction with 1.9M reactions from USPTO patents (1976-2016). The task is: Predict the product of the given reaction. (1) Given the reactants [Cl:1][C:2]1[CH:7]=[C:6]([Cl:8])[C:5]([O:9][C@@H:10]([CH3:15])[C:11]([O:13][CH3:14])=[O:12])=[CH:4][C:3]=1[S:16][C:17]1[N:21]([CH3:22])[N:20]=[C:19]([CH3:23])[C:18]=1[C:24]([OH:26])=O.ON1C2C=[CH:34][CH:35]=[CH:36][C:31]=2[N:30]=N1.N1CCCC1.Cl.C(N=C=NCCCN(C)C)C.Cl, predict the reaction product. The product is: [Cl:8][C:6]1[CH:7]=[C:2]([Cl:1])[C:3]([S:16][C:17]2[N:21]([CH3:22])[N:20]=[C:19]([CH3:23])[C:18]=2[C:24]([N:30]2[CH2:31][CH2:36][CH2:35][CH2:34]2)=[O:26])=[CH:4][C:5]=1[O:9][C@@H:10]([CH3:15])[C:11]([O:13][CH3:14])=[O:12]. (2) Given the reactants [CH3:1][C:2]1[N:3]=[CH:4][O:5][C:6]=1[C:7](=[N:14][O:15][CH2:16][C:17]1[N:22]=[C:21]([NH2:23])[CH:20]=[CH:19][CH:18]=1)[C:8]1[CH:13]=[CH:12][CH:11]=[CH:10][CH:9]=1.N1C=CC=CC=1.[C:30](Cl)(=[O:36])[CH2:31][CH2:32][CH2:33][CH2:34][CH3:35], predict the reaction product. The product is: [CH3:1][C:2]1[N:3]=[CH:4][O:5][C:6]=1[C:7](=[N:14][O:15][CH2:16][C:17]1[N:22]=[C:21]([NH:23][C:30](=[O:36])[CH2:31][CH2:32][CH2:33][CH2:34][CH3:35])[CH:20]=[CH:19][CH:18]=1)[C:8]1[CH:9]=[CH:10][CH:11]=[CH:12][CH:13]=1. (3) Given the reactants [Cl:1][C:2]1[C:3]([C:12]2[CH:17]=[C:16]([O:18][CH3:19])[C:15]([Cl:20])=[CH:14][C:13]=2[F:21])=[N:4][N:5]([CH3:11])[C:6]=1[C:7]([F:10])([F:9])[F:8].S(=O)(=O)(O)O.[N+:27]([O-])([OH:29])=[O:28], predict the reaction product. The product is: [Cl:1][C:2]1[C:3]([C:12]2[C:13]([F:21])=[CH:14][C:15]([Cl:20])=[C:16]([O:18][CH3:19])[C:17]=2[N+:27]([O-:29])=[O:28])=[N:4][N:5]([CH3:11])[C:6]=1[C:7]([F:8])([F:10])[F:9].